Task: Predict the product of the given reaction.. Dataset: Forward reaction prediction with 1.9M reactions from USPTO patents (1976-2016) Given the reactants [NH2:1][CH2:2][C:3]1[CH:4]=[CH:5][C:6]([CH2:11][N:12]([CH2:23][C:24]2[C:29]([CH3:30])=[CH:28][CH:27]=[CH:26][N:25]=2)[CH:13]2[C:22]3[N:21]=[CH:20][CH:19]=[CH:18][C:17]=3[CH2:16][CH2:15][CH2:14]2)=[C:7]([CH2:9][OH:10])[CH:8]=1.CCN(CC)CC.[CH3:38][C:39](OC(C)=O)=[O:40].C([O-])(O)=O.[Na+], predict the reaction product. The product is: [OH:10][CH2:9][C:7]1[CH:8]=[C:3]([CH:4]=[CH:5][C:6]=1[CH2:11][N:12]([CH2:23][C:24]1[C:29]([CH3:30])=[CH:28][CH:27]=[CH:26][N:25]=1)[CH:13]1[C:22]2[N:21]=[CH:20][CH:19]=[CH:18][C:17]=2[CH2:16][CH2:15][CH2:14]1)[CH2:2][NH:1][C:39](=[O:40])[CH3:38].